The task is: Predict the reactants needed to synthesize the given product.. This data is from Full USPTO retrosynthesis dataset with 1.9M reactions from patents (1976-2016). (1) Given the product [C:19]([O:23][C:24]([N:26]1[CH2:30][CH2:29][CH:28]([C:31]2[CH:36]=[CH:35][C:34]([SH:37])=[CH:33][C:32]=2[O:44][CH3:45])[CH2:27]1)=[O:25])([CH3:22])([CH3:21])[CH3:20], predict the reactants needed to synthesize it. The reactants are: [F-].C([N+](CCCC)(CCCC)CCCC)CCC.[C:19]([O:23][C:24]([N:26]1[CH2:30][CH2:29][CH:28]([C:31]2[CH:36]=[CH:35][C:34]([S:37]CC[Si](C)(C)C)=[CH:33][C:32]=2[O:44][CH3:45])[CH2:27]1)=[O:25])([CH3:22])([CH3:21])[CH3:20].OS([O-])(=O)=O.[K+].[O-]S([O-])(=O)=O.[Na+].[Na+]. (2) Given the product [NH2:1][C:2]1[C:3]([C:9]([NH:12][C:13]2[C:18]([N:19]3[CH2:24][CH2:23][CH:22]([NH2:25])[CH2:21][CH2:20]3)=[CH:17][CH:16]=[CH:15][N:14]=2)=[O:11])=[N:4][C:5]([Br:8])=[CH:6][N:7]=1, predict the reactants needed to synthesize it. The reactants are: [NH2:1][C:2]1[C:3]([C:9]([OH:11])=O)=[N:4][C:5]([Br:8])=[CH:6][N:7]=1.[NH2:12][C:13]1[C:18]([N:19]2[CH2:24][CH2:23][CH:22]([NH:25]C(=O)OC(C)(C)C)[CH2:21][CH2:20]2)=[CH:17][CH:16]=[CH:15][N:14]=1.CCN(C(C)C)C(C)C.CN(C(ON1N=NC2C=CC=NC1=2)=[N+](C)C)C.F[P-](F)(F)(F)(F)F.